From a dataset of Forward reaction prediction with 1.9M reactions from USPTO patents (1976-2016). Predict the product of the given reaction. (1) Given the reactants [CH2:1]([O:3][C:4]([C:6]1[CH:7]=[C:8]2[C:13](=[CH:14][CH:15]=1)[NH:12][CH:11]([C:16]1[CH:17]=[C:18]([C:22]3[CH:27]=[CH:26][C:25]([C:28]([OH:30])=O)=[CH:24][CH:23]=3)[CH:19]=[CH:20][CH:21]=1)[C:10]([CH3:32])([CH3:31])[CH2:9]2)=[O:5])[CH3:2].C[NH3+].F[P-](F)(F)(F)(F)F.N1(OC(N(C)C)=[N+](C)C)[C:46]2N=CC=[CH:50][C:45]=2[N:44]=N1.F[P-](F)(F)(F)(F)F.C(N(CC)CC)C.C(N)(C)C, predict the reaction product. The product is: [CH2:1]([O:3][C:4]([C:6]1[CH:7]=[C:8]2[C:13](=[CH:14][CH:15]=1)[NH:12][CH:11]([C:16]1[CH:17]=[C:18]([C:22]3[CH:23]=[CH:24][C:25]([C:28](=[O:30])[NH:44][CH:45]([CH3:50])[CH3:46])=[CH:26][CH:27]=3)[CH:19]=[CH:20][CH:21]=1)[C:10]([CH3:32])([CH3:31])[CH2:9]2)=[O:5])[CH3:2]. (2) Given the reactants [NH2:1][C:2]1[C:10]([Br:11])=[CH:9][C:8]([F:12])=[CH:7][C:3]=1[C:4](O)=[O:5].B, predict the reaction product. The product is: [NH2:1][C:2]1[C:10]([Br:11])=[CH:9][C:8]([F:12])=[CH:7][C:3]=1[CH2:4][OH:5]. (3) Given the reactants Cl.C(O[C:5]([C:7]1[CH:8]=[C:9]2[C:13](=[CH:14][CH:15]=1)[NH:12][N:11]=[C:10]2[C:16]1[CH:25]=[CH:24][C:23]2[C:18](=[CH:19][CH:20]=[C:21]([O:26][CH2:27][CH2:28][N:29]3[CH2:33][CH2:32][N:31]([CH3:34])[C:30]3=[O:35])[CH:22]=2)[CH:17]=1)=[NH:6])C.[CH3:36][C:37]([CH3:44])([CH3:43])[CH2:38][C:39]([NH:41][NH2:42])=O.C(N(CC)CC)C, predict the reaction product. The product is: [CH3:36][C:37]([CH3:44])([CH3:43])[CH2:38][C:39]1[NH:41][N:42]=[C:5]([C:7]2[CH:8]=[C:9]3[C:13](=[CH:14][CH:15]=2)[NH:12][N:11]=[C:10]3[C:16]2[CH:17]=[C:18]3[C:23](=[CH:24][CH:25]=2)[CH:22]=[C:21]([O:26][CH2:27][CH2:28][N:29]2[CH2:33][CH2:32][N:31]([CH3:34])[C:30]2=[O:35])[CH:20]=[CH:19]3)[N:6]=1.